From a dataset of Peptide-MHC class II binding affinity with 134,281 pairs from IEDB. Regression. Given a peptide amino acid sequence and an MHC pseudo amino acid sequence, predict their binding affinity value. This is MHC class II binding data. The peptide sequence is RRVFHGVAKNPVVDG. The MHC is HLA-DQA10102-DQB10501 with pseudo-sequence HLA-DQA10102-DQB10501. The binding affinity (normalized) is 0.313.